This data is from Catalyst prediction with 721,799 reactions and 888 catalyst types from USPTO. The task is: Predict which catalyst facilitates the given reaction. (1) Reactant: [CH3:1][O:2][C:3](=[O:12])[CH2:4][C:5]1[CH:10]=[CH:9][C:8](Br)=[CH:7][CH:6]=1.C1(P(C2CCCCC2)C2C=CC=CC=2C2C(OC)=CC=CC=2OC)CCCCC1.P([O-])([O-])([O-])=O.[K+].[K+].[K+].[CH2:50]([C:52]([C:71]1[CH:84]=[CH:83][C:74]([O:75][CH2:76][CH:77]([OH:82])[C:78]([CH3:81])([CH3:80])[CH3:79])=[C:73]([CH3:85])[CH:72]=1)([C:55]1[CH:60]=[CH:59][C:58](B2OC(C)(C)C(C)(C)O2)=[C:57]([CH3:70])[CH:56]=1)[CH2:53][CH3:54])[CH3:51].C(=O)(O)[O-].[Na+]. The catalyst class is: 493. Product: [CH3:1][O:2][C:3](=[O:12])[CH2:4][C:5]1[CH:10]=[CH:9][C:8]([C:58]2[CH:59]=[CH:60][C:55]([C:52]([CH2:50][CH3:51])([C:71]3[CH:84]=[CH:83][C:74]([O:75][CH2:76][CH:77]([OH:82])[C:78]([CH3:80])([CH3:81])[CH3:79])=[C:73]([CH3:85])[CH:72]=3)[CH2:53][CH3:54])=[CH:56][C:57]=2[CH3:70])=[CH:7][CH:6]=1. (2) Reactant: [CH2:1]([C:3]1[CH:8]=[CH:7][C:6]([C:9]2[C:18]3[C:13](=[CH:14][CH:15]=[C:16]([C:19]#[C:20][C:21]4[CH:31]=[CH:30][C:24]([C:25]([O:27]CC)=[O:26])=[CH:23][CH:22]=4)[CH:17]=3)[S:12][C:11]([CH3:33])([CH3:32])[CH:10]=2)=[CH:5][CH:4]=1)[CH3:2].[OH-].[Na+].Cl. Product: [CH2:1]([C:3]1[CH:4]=[CH:5][C:6]([C:9]2[C:18]3[C:13](=[CH:14][CH:15]=[C:16]([C:19]#[C:20][C:21]4[CH:22]=[CH:23][C:24]([C:25]([OH:27])=[O:26])=[CH:30][CH:31]=4)[CH:17]=3)[S:12][C:11]([CH3:32])([CH3:33])[CH:10]=2)=[CH:7][CH:8]=1)[CH3:2]. The catalyst class is: 219. (3) Reactant: [S:1]1[CH:5]=[CH:4][CH:3]=[C:2]1[C:6]#[C:7][CH2:8][O:9][CH2:10][CH2:11][N:12]1[C:24]2[C:23]3[CH:22]=[CH:21][CH:20]=[CH:19][C:18]=3[N:17]=[CH:16][C:15]=2[N:14]=[CH:13]1. Product: [S:1]1[CH:5]=[CH:4][CH:3]=[C:2]1[CH2:6][CH2:7][CH2:8][O:9][CH2:10][CH2:11][N:12]1[C:24]2[C:23]3[CH:22]=[CH:21][CH:20]=[CH:19][C:18]=3[N:17]=[CH:16][C:15]=2[N:14]=[CH:13]1. The catalyst class is: 43. (4) Reactant: [Br:1][C:2]1[C:10]2[C:5](=[CH:6][CH:7]=[CH:8][C:9]=2[F:11])[NH:4][N:3]=1.[Cl:12][C:13]1[CH:21]=[CH:20][CH:19]=[C:18]([C:22]([F:25])([F:24])[F:23])[C:14]=1[C:15](Cl)=[O:16]. Product: [Br:1][C:2]1[C:10]2[C:5](=[CH:6][CH:7]=[CH:8][C:9]=2[F:11])[N:4]([C:15]([C:14]2[C:18]([C:22]([F:23])([F:24])[F:25])=[CH:19][CH:20]=[CH:21][C:13]=2[Cl:12])=[O:16])[N:3]=1. The catalyst class is: 850. (5) Reactant: [CH2:1]([N:8]1[CH2:13][CH2:12][C:11](=[O:14])[C:10]([CH3:16])([CH3:15])[CH2:9]1)[C:2]1[CH:7]=[CH:6][CH:5]=[CH:4][CH:3]=1.[OH-].[Na+].[N:19]1([C:25]2[N:30]=[C:29]([CH:31]=O)[CH:28]=[CH:27][CH:26]=2)[CH2:24][CH2:23][O:22][CH2:21][CH2:20]1. Product: [CH2:1]([N:8]1[CH2:13][C:12](=[CH:31][C:29]2[CH:28]=[CH:27][CH:26]=[C:25]([N:19]3[CH2:20][CH2:21][O:22][CH2:23][CH2:24]3)[N:30]=2)[C:11](=[O:14])[C:10]([CH3:16])([CH3:15])[CH2:9]1)[C:2]1[CH:3]=[CH:4][CH:5]=[CH:6][CH:7]=1. The catalyst class is: 24. (6) Reactant: [Cl:1][C:2]1[CH:3]=[C:4]([NH:8][C:9]2[N:14]=[C:13]([C:15]3[CH:20]=[CH:19][N:18]=[C:17]([C:21]([O:23]CC)=O)[CH:16]=3)[CH:12]=[CH:11][N:10]=2)[CH:5]=[CH:6][CH:7]=1.[CH3:26][CH:27]([CH3:31])[CH2:28][CH2:29][NH2:30].C(=O)([O-])[O-].[K+].[K+]. Product: [Cl:1][C:2]1[CH:3]=[C:4]([NH:8][C:9]2[N:14]=[C:13]([C:15]3[CH:20]=[CH:19][N:18]=[C:17]([C:21]([NH:30][CH2:29][CH2:28][CH:27]([CH3:31])[CH3:26])=[O:23])[CH:16]=3)[CH:12]=[CH:11][N:10]=2)[CH:5]=[CH:6][CH:7]=1. The catalyst class is: 35.